Dataset: Forward reaction prediction with 1.9M reactions from USPTO patents (1976-2016). Task: Predict the product of the given reaction. (1) The product is: [Cl:19][C:16]1[S:15][C:14]([C:12]([NH:11][C@H:10]2[CH2:9][N:8]([CH2:20][C:21](=[O:37])[NH:22][C:23]3[CH:28]=[CH:27][C:26]([N:29]4[CH:34]=[CH:33][CH:32]=[CH:31][C:30]4=[O:35])=[CH:25][C:24]=3[F:36])[CH2:7][C@@H:6]2[C:4]([O-:5])=[O:3])=[O:13])=[CH:18][CH:17]=1.[Li+:39]. Given the reactants C([O:3][C:4]([C@@H:6]1[C@@H:10]([NH:11][C:12]([C:14]2[S:15][C:16]([Cl:19])=[CH:17][CH:18]=2)=[O:13])[CH2:9][N:8]([CH2:20][C:21](=[O:37])[NH:22][C:23]2[CH:28]=[CH:27][C:26]([N:29]3[CH:34]=[CH:33][CH:32]=[CH:31][C:30]3=[O:35])=[CH:25][C:24]=2[F:36])[CH2:7]1)=[O:5])C.O[Li:39].O, predict the reaction product. (2) Given the reactants [C:1]1([CH2:7][O:8][N:9]2[C:15](=[O:16])[N:14]3[CH2:17][C@H:10]2[CH2:11][CH2:12][C@H:13]3[C:18]([OH:20])=O)[CH:6]=[CH:5][CH:4]=[CH:3][CH:2]=1.F[P-](F)(F)(F)(F)F.N1(O[P+](N(C)C)(N(C)C)N(C)C)C2C=CC=CC=2N=N1.C(N(C(C)C)CC)(C)C.[NH2:57][C@H:58]1[CH2:63][CH2:62][N:61]([C:64]([O:66][C:67]([CH3:70])([CH3:69])[CH3:68])=[O:65])[CH2:60][C@H:59]1[F:71], predict the reaction product. The product is: [C:67]([O:66][C:64]([N:61]1[CH2:62][CH2:63][C@H:58]([NH:57][C:18]([C@@H:13]2[CH2:12][CH2:11][C@@H:10]3[CH2:17][N:14]2[C:15](=[O:16])[N:9]3[O:8][CH2:7][C:1]2[CH:2]=[CH:3][CH:4]=[CH:5][CH:6]=2)=[O:20])[C@H:59]([F:71])[CH2:60]1)=[O:65])([CH3:70])([CH3:68])[CH3:69]. (3) Given the reactants NN.[OH:3][C:4]([CH3:32])([CH3:31])[CH2:5][N:6]1[C:18]2[C:17]3[N:16]=[CH:15][CH:14]=[CH:13][C:12]=3[N:11]=[CH:10][C:9]=2[N:8]=[C:7]1[CH2:19][N:20]1C(=O)C2C(=CC=CC=2)C1=O, predict the reaction product. The product is: [NH2:20][CH2:19][C:7]1[N:6]([CH2:5][C:4]([CH3:32])([OH:3])[CH3:31])[C:18]2[C:17]3[N:16]=[CH:15][CH:14]=[CH:13][C:12]=3[N:11]=[CH:10][C:9]=2[N:8]=1. (4) Given the reactants Cl[C:2]1[C:11]2[C:6](=[CH:7][C:8]([C:12]3[C:17]([C:18]([F:21])([F:20])[F:19])=[CH:16][CH:15]=[CH:14][N:13]=3)=[CH:9][CH:10]=2)[N:5]=[C:4]([CH2:22][Cl:23])[N:3]=1.CCN(C(C)C)C(C)C.[CH2:33]([NH2:41])[CH2:34][C:35]1[CH:40]=[CH:39][CH:38]=[CH:37][CH:36]=1, predict the reaction product. The product is: [Cl:23][CH2:22][C:4]1[N:3]=[C:2]([NH:41][CH2:33][CH2:34][C:35]2[CH:40]=[CH:39][CH:38]=[CH:37][CH:36]=2)[C:11]2[C:6](=[CH:7][C:8]([C:12]3[C:17]([C:18]([F:21])([F:20])[F:19])=[CH:16][CH:15]=[CH:14][N:13]=3)=[CH:9][CH:10]=2)[N:5]=1. (5) Given the reactants [Cl:1][C:2]1[CH:7]=[CH:6][C:5]([CH2:8][C:9]([OH:11])=O)=[CH:4][CH:3]=1.[F:12][C:13]1[CH:18]=[CH:17][C:16]([N:19]2[C:27]3[CH2:26][CH2:25][CH2:24][NH:23][C:22]=3[CH:21]=[N:20]2)=[CH:15][CH:14]=1, predict the reaction product. The product is: [Cl:1][C:2]1[CH:3]=[CH:4][C:5]([CH2:8][C:9]([N:23]2[CH2:24][CH2:25][CH2:26][C:27]3[N:19]([C:16]4[CH:17]=[CH:18][C:13]([F:12])=[CH:14][CH:15]=4)[N:20]=[CH:21][C:22]2=3)=[O:11])=[CH:6][CH:7]=1. (6) Given the reactants [C:1]1([CH2:17][CH2:18][CH2:19][C:20]([OH:22])=[O:21])[C:14]2[C:15]3=[C:16]4[C:11](=[CH:12][CH:13]=2)[CH:10]=[CH:9][CH:8]=[C:7]4[CH:6]=[CH:5][C:4]3=[CH:3][CH:2]=1.[OH-].[Na+:24], predict the reaction product. The product is: [C:20]([O-:22])(=[O:21])[CH2:19][CH2:18][CH3:17].[CH:8]1[C:7]2[C:16]3=[C:15]4[C:4](=[CH:5][CH:6]=2)[CH:3]=[CH:2][CH:1]=[C:14]4[CH:13]=[CH:12][C:11]3=[CH:10][CH:9]=1.[Na+:24]. (7) Given the reactants Cl.O.[NH:3]1[CH2:8][CH2:7][C:6](=[O:9])[CH2:5][CH2:4]1.C(=O)([O-])[O-].[K+].[K+].[CH3:16][C:17]1[CH:24]=[CH:23][CH:22]=[CH:21][C:18]=1[CH2:19]Br, predict the reaction product. The product is: [CH3:16][C:17]1[CH:24]=[CH:23][CH:22]=[CH:21][C:18]=1[CH2:19][N:3]1[CH2:8][CH2:7][C:6](=[O:9])[CH2:5][CH2:4]1. (8) Given the reactants [CH:1]1[C:6]([CH2:7][C:8]2[CH:9]=[CH:10][C:11](O)=[CH:12][CH:13]=2)=[CH:5][CH:4]=[C:3](O)[CH:2]=1.CC1C([N:26]2[C:30](=[O:31])[CH:29]=[CH:28][C:27]2=[O:32])=C(C=CC=1)C(Cl)=O, predict the reaction product. The product is: [CH:1]1[C:6]([CH2:7][C:8]2[CH:9]=[CH:10][C:11]([N:26]3[C:30](=[O:31])[CH:29]=[CH:28][C:27]3=[O:32])=[CH:12][CH:13]=2)=[CH:5][CH:4]=[C:3]([N:26]2[C:27](=[O:32])[CH:28]=[CH:29][C:30]2=[O:31])[CH:2]=1.